This data is from Forward reaction prediction with 1.9M reactions from USPTO patents (1976-2016). The task is: Predict the product of the given reaction. (1) Given the reactants CC1(C)[O:6][CH:5]([CH2:7][NH:8][C:9]2[O:13][C:12]([C:14]3[CH:19]=[CH:18][N:17]=[CH:16][C:15]=3[NH:20][C:21]3[CH:26]=[CH:25][C:24]([I:27])=[CH:23][C:22]=3[F:28])=[N:11][N:10]=2)[CH2:4][O:3]1.C(O)(C(F)(F)F)=O, predict the reaction product. The product is: [F:28][C:22]1[CH:23]=[C:24]([I:27])[CH:25]=[CH:26][C:21]=1[NH:20][C:15]1[CH:16]=[N:17][CH:18]=[CH:19][C:14]=1[C:12]1[O:13][C:9]([NH:8][CH2:7][CH:5]([OH:6])[CH2:4][OH:3])=[N:10][N:11]=1. (2) Given the reactants Cl[C:2]1[N:7]=[C:6]([CH2:8][C:9]([C:11]2[CH:12]=[C:13]([NH:17][C:18](=[O:27])[C:19]3[C:24]([F:25])=[CH:23][CH:22]=[CH:21][C:20]=3[F:26])[CH:14]=[CH:15][CH:16]=2)=[O:10])[CH:5]=[CH:4][N:3]=1.Cl.[F:29][C:30]1[CH:31]=[C:32]([NH2:41])[CH:33]=[CH:34][C:35]=1[O:36][CH2:37][CH2:38][O:39][CH3:40], predict the reaction product. The product is: [F:26][C:20]1[CH:21]=[CH:22][CH:23]=[C:24]([F:25])[C:19]=1[C:18]([NH:17][C:13]1[CH:14]=[CH:15][CH:16]=[C:11]([C:9](=[O:10])[CH2:8][C:6]2[CH:5]=[CH:4][N:3]=[C:2]([NH:41][C:32]3[CH:33]=[CH:34][C:35]([O:36][CH2:37][CH2:38][O:39][CH3:40])=[C:30]([F:29])[CH:31]=3)[N:7]=2)[CH:12]=1)=[O:27]. (3) Given the reactants [Br:1][C:2]1[CH:3]=[C:4]([CH:13]=[CH:14][C:15]=1[CH3:16])[C:5]([NH:7][C:8]([CH3:12])([CH3:11])[CH2:9][OH:10])=O.S(Cl)(Cl)=O, predict the reaction product. The product is: [Br:1][C:2]1[CH:3]=[C:4]([C:5]2[O:10][CH2:9][C:8]([CH3:12])([CH3:11])[N:7]=2)[CH:13]=[CH:14][C:15]=1[CH3:16]. (4) Given the reactants [OH:1][C:2]1[CH:3]=[C:4]([C:8]2[CH:9]=[C:10]([C:18]([NH:20][C:21]3[CH:22]=[C:23](/[CH:27]=[CH:28]/[C:29]([O:31]CC)=[O:30])[CH:24]=[CH:25][CH:26]=3)=[O:19])[C:11]3[C:16]([CH:17]=2)=[CH:15][CH:14]=[CH:13][CH:12]=3)[CH:5]=[CH:6][CH:7]=1.O[Li].O, predict the reaction product. The product is: [OH:1][C:2]1[CH:3]=[C:4]([C:8]2[CH:9]=[C:10]([C:18]([NH:20][C:21]3[CH:22]=[C:23](/[CH:27]=[CH:28]/[C:29]([OH:31])=[O:30])[CH:24]=[CH:25][CH:26]=3)=[O:19])[C:11]3[C:16]([CH:17]=2)=[CH:15][CH:14]=[CH:13][CH:12]=3)[CH:5]=[CH:6][CH:7]=1.